Task: Predict which catalyst facilitates the given reaction.. Dataset: Catalyst prediction with 721,799 reactions and 888 catalyst types from USPTO (1) Reactant: [Cl:1][C:2]1[C:3]2[CH:10]=[CH:9][NH:8][C:4]=2[N:5]=[CH:6][N:7]=1.CC(C)([O-])C.[K+].[C:17]1([S:23](Cl)(=[O:25])=[O:24])[CH:22]=[CH:21][CH:20]=[CH:19][CH:18]=1.O. Product: [Cl:1][C:2]1[C:3]2[CH:10]=[CH:9][N:8]([S:23]([C:17]3[CH:22]=[CH:21][CH:20]=[CH:19][CH:18]=3)(=[O:25])=[O:24])[C:4]=2[N:5]=[CH:6][N:7]=1. The catalyst class is: 1. (2) Reactant: [NH2:1][C:2]1[N:7]=[C:6]([NH2:8])[C:5]([N:9]2[CH2:14][CH2:13][N:12]([C:15]3[CH:22]=[CH:21][C:18]([CH:19]=O)=[CH:17][CH:16]=3)[CH2:11][CH2:10]2)=[C:4]([CH3:23])[N:3]=1.Cl.[CH2:25]([O:33][C:34](=[O:38])[CH2:35][O:36][NH2:37])[CH2:26][C:27]1[CH:32]=[CH:31][CH:30]=[CH:29][CH:28]=1.Cl.C(O)(C)C. Product: [CH2:25]([O:33][C:34](=[O:38])[CH2:35][O:36][N:37]=[CH:19][C:18]1[CH:17]=[CH:16][C:15]([N:12]2[CH2:11][CH2:10][N:9]([C:5]3[C:6]([NH2:8])=[N:7][C:2]([NH2:1])=[N:3][C:4]=3[CH3:23])[CH2:14][CH2:13]2)=[CH:22][CH:21]=1)[CH2:26][C:27]1[CH:32]=[CH:31][CH:30]=[CH:29][CH:28]=1. The catalyst class is: 8. (3) Reactant: [N+:1]([C:4]1[CH:36]=[CH:35][C:7]([O:8][C:9]2[CH:14]=[C:13]([O:15][C:16]3[CH:21]=[CH:20][C:19]([N+:22]([O-])=O)=[CH:18][CH:17]=3)[CH:12]=[C:11]([O:25][C:26]3[CH:31]=[CH:30][C:29]([N+:32]([O-])=O)=[CH:28][CH:27]=3)[CH:10]=2)=[CH:6][CH:5]=1)([O-])=O.C(O)C.[H][H]. Product: [NH2:22][C:19]1[CH:20]=[CH:21][C:16]([O:15][C:13]2[CH:12]=[C:11]([O:25][C:26]3[CH:27]=[CH:28][C:29]([NH2:32])=[CH:30][CH:31]=3)[CH:10]=[C:9]([O:8][C:7]3[CH:35]=[CH:36][C:4]([NH2:1])=[CH:5][CH:6]=3)[CH:14]=2)=[CH:17][CH:18]=1. The catalyst class is: 354. (4) Reactant: C(=O)([O-])O.[Na+].[S:6]=[C:7]1[NH:12][C:11]2[CH:13]=[CH:14][NH:15][C:10]=2[C:9](=[O:16])[N:8]1[C:17]1[CH:22]=[CH:21][C:20]([O:23][CH2:24][C:25]([F:28])([F:27])[F:26])=[CH:19][CH:18]=1.I[CH2:30][CH2:31][CH3:32].CN(C)C=O. Product: [CH2:30]([S:6][C:7]1[N:8]([C:17]2[CH:18]=[CH:19][C:20]([O:23][CH2:24][C:25]([F:28])([F:27])[F:26])=[CH:21][CH:22]=2)[C:9](=[O:16])[C:10]2[NH:15][CH:14]=[CH:13][C:11]=2[N:12]=1)[CH2:31][CH3:32]. The catalyst class is: 13.